This data is from Reaction yield outcomes from USPTO patents with 853,638 reactions. The task is: Predict the reaction yield, written as a fraction of the theoretical maximum amount of product (1.0 means a 100% yield; for example, 0.34 means a 34% yield). (1) The reactants are [Cl:1][C:2]1[CH:7]=[C:6](Cl)[CH:5]=[C:4]([Cl:9])[N:3]=1.C(=O)([O-])[O-].[Cs+].[Cs+].CN1CCCC1=O.[NH:23]1[CH:27]=[CH:26][CH:25]=[N:24]1. The catalyst is C(OCC)(=O)C. The product is [Cl:1][C:2]1[CH:7]=[C:6]([N:23]2[CH:27]=[CH:26][CH:25]=[N:24]2)[CH:5]=[C:4]([Cl:9])[N:3]=1. The yield is 0.430. (2) The reactants are C([O:5][C:6]([CH:8]1[CH:12]([C:13]2[CH:18]=[CH:17][CH:16]=[C:15]([Br:19])[CH:14]=2)[C:11]([C:22]2[CH:27]=[CH:26][C:25]([Cl:28])=[CH:24][C:23]=2[F:29])([C:20]#[N:21])[CH:10]([CH2:30][C:31]([CH3:34])([CH3:33])[CH3:32])[NH:9]1)=[O:7])(C)(C)C.[F:35][C:36]([F:41])([F:40])[C:37]([OH:39])=[O:38]. The catalyst is ClCCl. The product is [F:35][C:36]([F:41])([F:40])[C:37]([OH:39])=[O:38].[Br:19][C:15]1[CH:14]=[C:13]([CH:12]2[C:11]([C:22]3[CH:27]=[CH:26][C:25]([Cl:28])=[CH:24][C:23]=3[F:29])([C:20]#[N:21])[CH:10]([CH2:30][C:31]([CH3:33])([CH3:34])[CH3:32])[NH:9][CH:8]2[C:6]([OH:7])=[O:5])[CH:18]=[CH:17][CH:16]=1. The yield is 0.830. (3) The reactants are [N:1]1([C:9]([O:11][C:12]([CH3:15])([CH3:14])[CH3:13])=[O:10])[CH2:5][CH2:4][C@H:3]2[CH2:6][NH:7][CH2:8][C@@H:2]12.Br[C:17]1[CH:18]=[N:19][CH:20]=[C:21]([O:23][CH3:24])[CH:22]=1.CC(C)([O-])C.[Na+].C(OCC)C. The catalyst is C1(C)C=CC=CC=1.C1C=CC(/C=C/C(/C=C/C2C=CC=CC=2)=O)=CC=1.C1C=CC(/C=C/C(/C=C/C2C=CC=CC=2)=O)=CC=1.C1C=CC(/C=C/C(/C=C/C2C=CC=CC=2)=O)=CC=1.[Pd].[Pd].C1(P(C2C=CC=CC=2)C2C=CC3C(=CC=CC=3)C=2C2C3C(=CC=CC=3)C=CC=2P(C2C=CC=CC=2)C2C=CC=CC=2)C=CC=CC=1. The product is [CH3:24][O:23][C:21]1[CH:22]=[C:17]([N:7]2[CH2:6][C@H:3]3[C@H:2]([N:1]([C:9]([O:11][C:12]([CH3:15])([CH3:14])[CH3:13])=[O:10])[CH2:5][CH2:4]3)[CH2:8]2)[CH:18]=[N:19][CH:20]=1. The yield is 0.570. (4) The reactants are [NH2:1][C:2]1[O:6][N:5]=[C:4]([CH3:7])[C:3]=1[Br:8].[Br:9][C:10]1[CH:15]=[CH:14][C:13]([S:16](Cl)(=[O:18])=[O:17])=[CH:12][CH:11]=1. No catalyst specified. The product is [Br:9][C:10]1[CH:15]=[CH:14][C:13]([S:16]([NH:1][C:2]2[O:6][N:5]=[C:4]([CH3:7])[C:3]=2[Br:8])(=[O:18])=[O:17])=[CH:12][CH:11]=1. The yield is 0.740. (5) The reactants are [CH2:1]([C@@:5]1([CH2:28][CH3:29])[NH:11][C@H:10]([C:12]2[CH:17]=[CH:16][CH:15]=[CH:14][CH:13]=2)[C:9]2[CH:18]=[C:19]([O:24][CH3:25])[C:20]([CH2:22][NH2:23])=[CH:21][C:8]=2[S:7](=[O:27])(=[O:26])[CH2:6]1)[CH2:2][CH2:3][CH3:4].[Na+].Br[CH2:32][CH2:33][S:34]([O-:37])(=[O:36])=[O:35].FC(F)(F)C(O)=O. The yield is 0.540. The catalyst is CN(C=O)C. The product is [NH4+:11].[CH2:1]([C@@:5]1([CH2:28][CH3:29])[NH:11][C@H:10]([C:12]2[CH:13]=[CH:14][CH:15]=[CH:16][CH:17]=2)[C:9]2[CH:18]=[C:19]([O:24][CH3:25])[C:20]([CH2:22][NH:23][CH2:32][CH2:33][S:34]([O-:37])(=[O:36])=[O:35])=[CH:21][C:8]=2[S:7](=[O:26])(=[O:27])[CH2:6]1)[CH2:2][CH2:3][CH3:4]. (6) The reactants are [H-].[Na+].[NH2:3][C:4]1[CH:5]=[C:6]([SH:10])[CH:7]=[CH:8][CH:9]=1.Cl[C:12]1[C:21]2[C:16](=[CH:17][C:18]([O:24][CH2:25][CH2:26][O:27][CH3:28])=[C:19]([O:22][CH3:23])[CH:20]=2)[N:15]=[CH:14][N:13]=1. The catalyst is O1CCCC1. The product is [CH3:23][O:22][C:19]1[CH:20]=[C:21]2[C:16](=[CH:17][C:18]=1[O:24][CH2:25][CH2:26][O:27][CH3:28])[N:15]=[CH:14][N:13]=[C:12]2[S:10][C:6]1[CH:5]=[C:4]([CH:9]=[CH:8][CH:7]=1)[NH2:3]. The yield is 0.490. (7) The reactants are Br[C:2]1[C:3]([O:9][CH3:10])=[N:4][CH:5]=[C:6]([Cl:8])[CH:7]=1.[NH2:11][CH:12]1[CH2:15][N:14]([C:16]([O:18][C:19]([CH3:22])([CH3:21])[CH3:20])=[O:17])[CH2:13]1.C([O-])([O-])=O.[Cs+].[Cs+]. The catalyst is C1(C)C=CC=CC=1.C1C=CC(/C=C/C(/C=C/C2C=CC=CC=2)=O)=CC=1.C1C=CC(/C=C/C(/C=C/C2C=CC=CC=2)=O)=CC=1.C1C=CC(/C=C/C(/C=C/C2C=CC=CC=2)=O)=CC=1.[Pd].[Pd].CC1(C)C2C(=C(P(C3C=CC=CC=3)C3C=CC=CC=3)C=CC=2)OC2C(P(C3C=CC=CC=3)C3C=CC=CC=3)=CC=CC1=2. The product is [Cl:8][C:6]1[CH:7]=[C:2]([NH:11][CH:12]2[CH2:13][N:14]([C:16]([O:18][C:19]([CH3:22])([CH3:21])[CH3:20])=[O:17])[CH2:15]2)[C:3]([O:9][CH3:10])=[N:4][CH:5]=1. The yield is 0.800.